This data is from Full USPTO retrosynthesis dataset with 1.9M reactions from patents (1976-2016). The task is: Predict the reactants needed to synthesize the given product. (1) The reactants are: [O:1]=[C:2]1[CH2:11][CH2:10][CH2:9][C:8]2[CH:7]=[C:6](OS(C(F)(F)F)(=O)=O)[CH:5]=[CH:4][C:3]1=2.[F:20][C:21]1[CH:22]=[C:23](B(O)O)[CH:24]=[CH:25][CH:26]=1. Given the product [F:20][C:21]1[CH:26]=[C:25]([C:6]2[CH:7]=[C:8]3[C:3](=[CH:4][CH:5]=2)[C:2](=[O:1])[CH2:11][CH2:10][CH2:9]3)[CH:24]=[CH:23][CH:22]=1, predict the reactants needed to synthesize it. (2) The reactants are: [OH:1][N:2]1[C:5](=[O:6])[C@@H:4]([NH:7]C(=O)OC(C)(C)C)[C:3]1([CH3:16])[CH3:15].C([SiH](CC)CC)C.C(O)(C(F)(F)F)=O. Given the product [NH2:7][C@H:4]1[C:3]([CH3:16])([CH3:15])[N:2]([OH:1])[C:5]1=[O:6], predict the reactants needed to synthesize it. (3) Given the product [Br:10][CH2:9][C:5]1[C:6]([Cl:8])=[CH:7][C:2]([Cl:1])=[N:3][CH:4]=1, predict the reactants needed to synthesize it. The reactants are: [Cl:1][C:2]1[CH:7]=[C:6]([Cl:8])[C:5]([CH3:9])=[CH:4][N:3]=1.[Br:10]N1C(=O)CCC1=O. (4) Given the product [CH3:7][Si:6]([CH3:9])([CH3:8])[C:5]#[C:4][CH2:3][CH2:2][N:11]1[CH:12]=[C:13]2[C:18]([CH:17]=[CH:16][CH:15]=[CH:14]2)=[N:10]1, predict the reactants needed to synthesize it. The reactants are: Br[CH2:2][CH2:3][C:4]#[C:5][Si:6]([CH3:9])([CH3:8])[CH3:7].[NH:10]1[C:18]2[C:13](=[CH:14][CH:15]=[CH:16][CH:17]=2)[CH:12]=[N:11]1.C([O-])([O-])=O.[K+].[K+].C[Si](C)(C)C#CCCN1C2C(=CC=CC=2)C=N1. (5) Given the product [Br:1][C:2]1[CH:10]=[C:9]2[C:5]([C:6]3[CH2:14][CH2:13][N:12]([C:20]([O:19][C:16]([CH3:18])([CH3:17])[CH3:15])=[O:21])[CH2:11][C:7]=3[NH:8]2)=[CH:4][CH:3]=1, predict the reactants needed to synthesize it. The reactants are: [Br:1][C:2]1[CH:10]=[C:9]2[C:5]([C:6]3[CH2:14][CH2:13][NH:12][CH2:11][C:7]=3[NH:8]2)=[CH:4][CH:3]=1.[CH3:15][C:16]([O:19][C:20](O[C:20]([O:19][C:16]([CH3:18])([CH3:17])[CH3:15])=[O:21])=[O:21])([CH3:18])[CH3:17]. (6) Given the product [CH3:34][O:56][C:53]([C:23]1[CH:22]=[C:21]2[C:26]([C:17]([C:16]3[C:15]([C:28]4[CH:33]=[CH:32][CH:31]=[CH:30][N:29]=4)=[N:14][N:11]4[CH:12]=[CH:13][C:8]([CH2:1][C:2]5[CH:3]=[CH:4][CH:5]=[CH:6][CH:7]=5)=[CH:9][C:10]=34)=[CH:18][CH:19]=[N:20]2)=[CH:25][CH:24]=1)=[O:55], predict the reactants needed to synthesize it. The reactants are: [CH2:1]([C:8]1[CH:13]=[CH:12][N:11]2[N:14]=[C:15]([C:28]3[CH:33]=[CH:32][CH:31]=[CH:30][N:29]=3)[C:16]([C:17]3[C:26]4[C:21](=[CH:22][C:23](Br)=[CH:24][CH:25]=4)[N:20]=[CH:19][CH:18]=3)=[C:10]2[CH:9]=1)[C:2]1[CH:7]=[CH:6][CH:5]=[CH:4][CH:3]=1.[C:34]1(P(C2C=CC=CC=2)C2C=CC=CC=2)C=CC=CC=1.[C:53]([O-:56])(=[O:55])C.[Na+].[C]=O. (7) Given the product [CH3:1][C@@H:2]1[C:16](=[O:17])[NH:15][C:14]2[CH:18]=[CH:19][CH:20]=[CH:21][C:13]=2[CH2:12][CH2:11][CH2:10][CH2:9][C@H:8]([CH3:22])[C:7](=[O:23])[NH:6][CH2:5][C:4](=[O:24])[NH:3]1, predict the reactants needed to synthesize it. The reactants are: [CH3:1][C@@H:2]1[C:16](=[O:17])[NH:15][C:14]2[CH:18]=[CH:19][CH:20]=[CH:21][C:13]=2[CH:12]=[CH:11][CH2:10][CH2:9][C@H:8]([CH3:22])[C:7](=[O:23])[NH:6][CH2:5][C:4](=[O:24])[NH:3]1. (8) Given the product [NH2:1][C:2]1[CH:10]=[C:9]([C:11]([F:12])([F:13])[F:14])[CH:8]=[CH:7][C:3]=1[C:4]([O:6][CH3:16])=[O:5], predict the reactants needed to synthesize it. The reactants are: [NH2:1][C:2]1[CH:10]=[C:9]([C:11]([F:14])([F:13])[F:12])[CH:8]=[CH:7][C:3]=1[C:4]([OH:6])=[O:5].Cl.[CH3:16]O. (9) Given the product [Cl:1][C:2]1[CH:3]=[CH:4][C:5]([N:8]=[CH:11][N:12]([CH3:14])[CH3:13])=[N:6][CH:7]=1, predict the reactants needed to synthesize it. The reactants are: [Cl:1][C:2]1[CH:3]=[CH:4][C:5]([NH2:8])=[N:6][CH:7]=1.CO[CH:11](OC)[N:12]([CH3:14])[CH3:13].